Dataset: NCI-60 drug combinations with 297,098 pairs across 59 cell lines. Task: Regression. Given two drug SMILES strings and cell line genomic features, predict the synergy score measuring deviation from expected non-interaction effect. (1) Drug 1: CS(=O)(=O)C1=CC(=C(C=C1)C(=O)NC2=CC(=C(C=C2)Cl)C3=CC=CC=N3)Cl. Drug 2: CC1=C2C(C(=O)C3(C(CC4C(C3C(C(C2(C)C)(CC1OC(=O)C(C(C5=CC=CC=C5)NC(=O)OC(C)(C)C)O)O)OC(=O)C6=CC=CC=C6)(CO4)OC(=O)C)OC)C)OC. Cell line: SW-620. Synergy scores: CSS=70.2, Synergy_ZIP=27.9, Synergy_Bliss=27.8, Synergy_Loewe=-6.59, Synergy_HSA=26.3. (2) Drug 1: CC(C1=C(C=CC(=C1Cl)F)Cl)OC2=C(N=CC(=C2)C3=CN(N=C3)C4CCNCC4)N. Drug 2: C1=NC2=C(N=C(N=C2N1C3C(C(C(O3)CO)O)O)F)N. Cell line: HCC-2998. Synergy scores: CSS=21.8, Synergy_ZIP=-8.45, Synergy_Bliss=-7.95, Synergy_Loewe=-12.2, Synergy_HSA=-7.93. (3) Drug 1: C1=NC2=C(N1)C(=S)N=C(N2)N. Drug 2: CC(C)CN1C=NC2=C1C3=CC=CC=C3N=C2N. Cell line: HCC-2998. Synergy scores: CSS=30.3, Synergy_ZIP=3.94, Synergy_Bliss=4.66, Synergy_Loewe=-4.53, Synergy_HSA=2.10.